Task: Predict the product of the given reaction.. Dataset: Forward reaction prediction with 1.9M reactions from USPTO patents (1976-2016) (1) Given the reactants [Cl:1][C:2]1[CH:3]=[C:4]([NH:16][C:17]2[C:26]3[C:25]([OH:27])=[CH:24][CH:23]=[CH:22][C:21]=3[N:20]=[CH:19][N:18]=2)[CH:5]=[CH:6][C:7]=1[O:8][CH2:9][C:10]1[CH:15]=[CH:14][CH:13]=[CH:12][N:11]=1.O[C@H:29]([CH3:34])[C:30]([O:32][CH3:33])=[O:31], predict the reaction product. The product is: [Cl:1][C:2]1[CH:3]=[C:4]([NH:16][C:17]2[C:26]3[C:21](=[CH:22][CH:23]=[CH:24][C:25]=3[O:27][C@@H:29]([CH3:34])[C:30]([O:32][CH3:33])=[O:31])[N:20]=[CH:19][N:18]=2)[CH:5]=[CH:6][C:7]=1[O:8][CH2:9][C:10]1[CH:15]=[CH:14][CH:13]=[CH:12][N:11]=1. (2) Given the reactants [NH2:1][CH:2]1[CH2:6][CH:5]([C:7]([O:9][CH2:10][CH3:11])=[O:8])[CH:4]([CH2:12][CH3:13])[CH2:3]1.C(Cl)Cl.[C:17](O[C:17]([O:19][C:20]([CH3:23])([CH3:22])[CH3:21])=[O:18])([O:19][C:20]([CH3:23])([CH3:22])[CH3:21])=[O:18], predict the reaction product. The product is: [C:20]([O:19][C:17]([NH:1][CH:2]1[CH2:6][CH:5]([C:7]([O:9][CH2:10][CH3:11])=[O:8])[CH:4]([CH2:12][CH3:13])[CH2:3]1)=[O:18])([CH3:23])([CH3:22])[CH3:21]. (3) Given the reactants [Cl:1][C:2]1[CH:3]=[C:4]([NH:16][C:17]2[N:21]=[C:20]([NH2:22])[NH:19][N:18]=2)[CH:5]=[C:6]([Cl:15])[C:7]=1[S:8][C:9]1[CH:14]=[CH:13][CH:12]=[CH:11][CH:10]=1.CO.[OH:25]OS([O-])=O.[K+], predict the reaction product. The product is: [C:9]1([S:8]([C:7]2[C:2]([Cl:1])=[CH:3][C:4]([NH:16][C:17]3[N:21]=[C:20]([NH2:22])[NH:19][N:18]=3)=[CH:5][C:6]=2[Cl:15])=[O:25])[CH:10]=[CH:11][CH:12]=[CH:13][CH:14]=1. (4) Given the reactants [CH3:1][C:2]1[NH:3][CH:4]=[C:5]([CH3:10])[C:6]=1[C:7]([OH:9])=O.Cl.C(N=C=NCCCN(C)C)C.ON1C2C=CC=CC=2N=N1.[CH2:33]([N:35]([CH2:39][CH3:40])[CH2:36][CH2:37][NH2:38])[CH3:34], predict the reaction product. The product is: [CH2:33]([N:35]([CH2:39][CH3:40])[CH2:36][CH2:37][NH:38][C:7]([C:6]1[C:5]([CH3:10])=[CH:4][NH:3][C:2]=1[CH3:1])=[O:9])[CH3:34]. (5) Given the reactants [NH2:1][C@@H:2]([CH2:33][C:34]1[CH:39]=[CH:38][CH:37]=[CH:36][CH:35]=1)[C@@H:3]([OH:32])[CH2:4][C@@H:5]([NH:19][C:20](=[O:31])[C@H:21]([C:27]([CH3:30])([CH3:29])[CH3:28])[NH:22][C:23]([O:25][CH3:26])=[O:24])[CH2:6][C:7]1[CH:12]=[CH:11][C:10]([C:13]2[CH:18]=[CH:17][N:16]=[CH:15][CH:14]=2)=[CH:9][CH:8]=1.[CH3:40][O:41][C:42]([NH:44][C@@H:45]([C:49]([CH3:52])([CH3:51])[CH3:50])[C:46](O)=[O:47])=[O:43].CCOP(ON1N=NC2C=CC=CC=2C1=O)(OCC)=O.C(N(CC)C(C)C)(C)C, predict the reaction product. The product is: [CH3:40][O:41][C:42](=[O:43])[NH:44][C@@H:45]([C:49]([CH3:51])([CH3:50])[CH3:52])[C:46](=[O:47])[NH:1][C@@H:2]([CH2:33][C:34]1[CH:35]=[CH:36][CH:37]=[CH:38][CH:39]=1)[C@@H:3]([OH:32])[CH2:4][C@H:5]([CH2:6][C:7]1[CH:8]=[CH:9][C:10]([C:13]2[CH:14]=[CH:15][N:16]=[CH:17][CH:18]=2)=[CH:11][CH:12]=1)[NH:19][C:20](=[O:31])[C@H:21]([C:27]([CH3:30])([CH3:29])[CH3:28])[NH:22][C:23](=[O:24])[O:25][CH3:26]. (6) Given the reactants [Cl-].[CH2:2]([O:4][C:5]1[CH:30]=[CH:29][C:8]([CH2:9][P+](C2C=CC=CC=2)(C2C=CC=CC=2)C2C=CC=CC=2)=[C:7]([F:31])[C:6]=1[F:32])[CH3:3].[CH3:33]C(C)([O-])C.[K+].[CH2:39]([O:41][C:42]1[CH:47]=[CH:46][C:45]([C:48]2(C=O)[CH2:53][CH2:52][CH2:51][CH2:50][CH2:49]2)=[C:44]([F:56])[C:43]=1[F:57])[CH3:40].Cl, predict the reaction product. The product is: [F:56][C:44]1[C:43]([F:57])=[C:42]([O:41][CH2:39][CH3:40])[CH:47]=[CH:46][C:45]=1[C@H:48]1[CH2:49][CH2:50][C@H:51]([CH:33]=[CH:9][C:8]2[CH:29]=[CH:30][C:5]([O:4][CH2:2][CH3:3])=[C:6]([F:32])[C:7]=2[F:31])[CH2:52][CH2:53]1.